Dataset: Catalyst prediction with 721,799 reactions and 888 catalyst types from USPTO. Task: Predict which catalyst facilitates the given reaction. Reactant: C([O:5]C)(C)(C)C.[CH3:7][O:8][C:9]1[CH:10]=[CH:11][CH:12]=[CH:13][C:14]=1[O:15][CH2:16][CH2:17][NH:18][CH2:19][CH:20]([OH:36])[CH2:21][O:22][C:23]1[CH:24]=[CH:25][CH:26]=[C:27]2[NH:35][C:34]3[CH:33]=[CH:32][CH:31]=[CH:30][C:29]=3[C:28]=12.[P:37](=[O:41])([OH:40])([OH:39])[OH:38]. Product: [CH3:7][O:8][C:9]1[C:14]([O:15][CH2:16][CH2:17][NH:18][CH2:19][CH:20]([OH:36])[CH2:21][O:22][C:23]2[C:28]3[C:29]4[C:34]([NH:35][C:27]=3[CH:26]=[CH:25][CH:24]=2)=[CH:33][CH:32]=[CH:31][CH:30]=4)=[CH:13][CH:12]=[CH:11][CH:10]=1.[CH3:7][O:8][C:9]1[C:14]([O:15][CH2:16][CH2:17][NH:18][CH2:19][CH:20]([OH:36])[CH2:21][O:22][C:23]2[C:28]3[C:29]4[C:34]([NH:35][C:27]=3[CH:26]=[CH:25][CH:24]=2)=[CH:33][CH:32]=[CH:31][CH:30]=4)=[CH:13][CH:12]=[CH:11][CH:10]=1.[OH2:5].[OH:39][P:37]([OH:41])([OH:40])=[O:38].[OH:39][P:37]([OH:41])([OH:40])=[O:38]. The catalyst class is: 6.